From a dataset of Forward reaction prediction with 1.9M reactions from USPTO patents (1976-2016). Predict the product of the given reaction. (1) Given the reactants [H-].[Al+3].[Li+].[H-].[H-].[H-].[CH2:7]([C:14]1([C:19]2[CH:24]=[CH:23][CH:22]=[C:21]([O:25][CH3:26])[CH:20]=2)[CH2:17][NH:16][C:15]1=O)[C:8]1[CH:13]=[CH:12][CH:11]=[CH:10][CH:9]=1, predict the reaction product. The product is: [CH2:7]([C:14]1([C:19]2[CH:24]=[CH:23][CH:22]=[C:21]([O:25][CH3:26])[CH:20]=2)[CH2:15][NH:16][CH2:17]1)[C:8]1[CH:9]=[CH:10][CH:11]=[CH:12][CH:13]=1. (2) Given the reactants [NH2:1][C:2]1[N:7]=[CH:6][N:5]=[C:4]2[N:8]([CH2:12][C:13]3[O:14][C:15]4[C:20]([C:21](=[O:29])[C:22]=3[C:23]3[CH:28]=[CH:27][CH:26]=[CH:25][CH:24]=3)=[CH:19][CH:18]=[CH:17][CH:16]=4)[N:9]=[C:10](I)[C:3]=12.C([NH:33][C:34]1[CH:35]=[C:36](B(O)O)[CH:37]=[CH:38][CH:39]=1)(=O)C.C(=O)([O-])[O-].[Na+].[Na+].ClCCl, predict the reaction product. The product is: [NH2:1][C:2]1[N:7]=[CH:6][N:5]=[C:4]2[N:8]([CH2:12][C:13]3[O:14][C:15]4[C:20]([C:21](=[O:29])[C:22]=3[C:23]3[CH:28]=[CH:27][CH:26]=[CH:25][CH:24]=3)=[CH:19][CH:18]=[CH:17][CH:16]=4)[N:9]=[C:10]([C:38]3[CH:37]=[CH:36][CH:35]=[C:34]([NH2:33])[CH:39]=3)[C:3]=12. (3) Given the reactants [NH:1]1[C:6]2[N:7]=[CH:8][CH:9]=[CH:10][C:5]=2[C:4](=[O:11])[O:3][C:2]1=[O:12].[H-].[Na+].[F:15][C:16]([F:26])([F:25])[C:17]1[CH:24]=[CH:23][C:20]([CH2:21]Br)=[CH:19][CH:18]=1, predict the reaction product. The product is: [F:15][C:16]([F:25])([F:26])[C:17]1[CH:24]=[CH:23][C:20]([CH2:21][N:1]2[C:6]3[N:7]=[CH:8][CH:9]=[CH:10][C:5]=3[C:4](=[O:11])[O:3][C:2]2=[O:12])=[CH:19][CH:18]=1. (4) Given the reactants [C:1]([N:4]1[CH2:10][C@H:9]([C:11]2[CH:16]=[CH:15][CH:14]=[C:13]([F:17])[C:12]=2[F:18])[CH2:8][CH2:7][C@@H:6]([NH:19][C:20](=[O:26])[O:21][C:22]([CH3:25])([CH3:24])[CH3:23])[CH:5]1[CH2:27][NH2:28])(=O)[CH3:2].C(=O)(O)[O-].[Na+], predict the reaction product. The product is: [C:22]([O:21][C:20](=[O:26])[NH:19][C@@H:6]1[CH2:7][CH2:8][C@@H:9]([C:11]2[CH:16]=[CH:15][CH:14]=[C:13]([F:17])[C:12]=2[F:18])[CH2:10][N:4]2[C:1]([CH3:2])=[N:28][CH2:27][CH:5]12)([CH3:25])([CH3:24])[CH3:23]. (5) Given the reactants [Cl:1][C:2]1[CH:7]=[CH:6][C:5]([OH:8])=[CH:4][C:3]=1[CH:9]([CH3:23])[C:10]([C:16]1[CH:21]=[CH:20][N:19]=[C:18]([Cl:22])[CH:17]=1)([OH:15])[C:11]([F:14])([F:13])[F:12].[CH3:24][O:25][C:26](=[O:34])[C:27]1[CH:32]=[CH:31][C:30](Cl)=[N:29][CH:28]=1.C(N(CC)CC)C.N12CCN(CC1)CC2, predict the reaction product. The product is: [CH3:24][O:25][C:26](=[O:34])[C:27]1[CH:32]=[CH:31][C:30]([O:8][C:5]2[CH:6]=[CH:7][C:2]([Cl:1])=[C:3]([CH:9]([CH3:23])[C:10]([C:16]3[CH:21]=[CH:20][N:19]=[C:18]([Cl:22])[CH:17]=3)([OH:15])[C:11]([F:14])([F:13])[F:12])[CH:4]=2)=[N:29][CH:28]=1. (6) Given the reactants BrCCBr.C[Si](Cl)(C)C.[C:10]([O:14][C:15]([NH:17][C@H:18]([C:21]([O:23][CH3:24])=[O:22])[CH2:19]I)=[O:16])([CH3:13])([CH3:12])[CH3:11].Br[C:26]1[CH:31]=[CH:30][C:29]([Br:32])=[CH:28][N:27]=1, predict the reaction product. The product is: [Br:32][C:29]1[CH:30]=[CH:31][C:26]([CH2:19][C@@H:18]([C:21]([O:23][CH3:24])=[O:22])[NH:17][C:15]([O:14][C:10]([CH3:13])([CH3:12])[CH3:11])=[O:16])=[N:27][CH:28]=1. (7) Given the reactants [OH:1][C:2]1[CH:3]=[C:4]([CH:9]=[C:10]([O:12][C:13]2[CH:18]=[CH:17][C:16]([N+:19]([O-:21])=[O:20])=[CH:15][CH:14]=2)[CH:11]=1)[C:5]([O:7][CH3:8])=[O:6].C(=O)([O-])[O-].[K+].[K+].Br[C:29]1([C:33]([O:35][CH2:36][C:37]2[CH:42]=[CH:41][CH:40]=[CH:39][CH:38]=2)=[O:34])[CH2:32][CH2:31][CH2:30]1.O, predict the reaction product. The product is: [CH2:36]([O:35][C:33]([C:29]1([O:1][C:2]2[CH:3]=[C:4]([CH:9]=[C:10]([O:12][C:13]3[CH:18]=[CH:17][C:16]([N+:19]([O-:21])=[O:20])=[CH:15][CH:14]=3)[CH:11]=2)[C:5]([O:7][CH3:8])=[O:6])[CH2:32][CH2:31][CH2:30]1)=[O:34])[C:37]1[CH:42]=[CH:41][CH:40]=[CH:39][CH:38]=1.